Dataset: NCI-60 drug combinations with 297,098 pairs across 59 cell lines. Task: Regression. Given two drug SMILES strings and cell line genomic features, predict the synergy score measuring deviation from expected non-interaction effect. (1) Drug 1: CCC(=C(C1=CC=CC=C1)C2=CC=C(C=C2)OCCN(C)C)C3=CC=CC=C3.C(C(=O)O)C(CC(=O)O)(C(=O)O)O. Drug 2: CCC1(CC2CC(C3=C(CCN(C2)C1)C4=CC=CC=C4N3)(C5=C(C=C6C(=C5)C78CCN9C7C(C=CC9)(C(C(C8N6C)(C(=O)OC)O)OC(=O)C)CC)OC)C(=O)OC)O.OS(=O)(=O)O. Cell line: EKVX. Synergy scores: CSS=4.40, Synergy_ZIP=3.59, Synergy_Bliss=9.29, Synergy_Loewe=6.89, Synergy_HSA=6.08. (2) Drug 1: CC12CCC3C(C1CCC2=O)CC(=C)C4=CC(=O)C=CC34C. Drug 2: C(CN)CNCCSP(=O)(O)O. Cell line: SF-295. Synergy scores: CSS=-0.241, Synergy_ZIP=-10.6, Synergy_Bliss=-22.5, Synergy_Loewe=-27.5, Synergy_HSA=-21.9. (3) Drug 1: CC1C(C(CC(O1)OC2CC(CC3=C2C(=C4C(=C3O)C(=O)C5=C(C4=O)C(=CC=C5)OC)O)(C(=O)C)O)N)O.Cl. Drug 2: CC1=C(C(=O)C2=C(C1=O)N3CC4C(C3(C2COC(=O)N)OC)N4)N. Cell line: PC-3. Synergy scores: CSS=21.2, Synergy_ZIP=-8.47, Synergy_Bliss=-5.17, Synergy_Loewe=-2.16, Synergy_HSA=-1.44. (4) Drug 1: CC12CCC3C(C1CCC2=O)CC(=C)C4=CC(=O)C=CC34C. Drug 2: C1=CC(=CC=C1CC(C(=O)O)N)N(CCCl)CCCl.Cl. Cell line: SNB-75. Synergy scores: CSS=19.1, Synergy_ZIP=-2.52, Synergy_Bliss=4.05, Synergy_Loewe=-5.19, Synergy_HSA=3.08.